This data is from Full USPTO retrosynthesis dataset with 1.9M reactions from patents (1976-2016). The task is: Predict the reactants needed to synthesize the given product. (1) Given the product [Si:1]([O:8][CH2:9][C:10]1[C:11]([CH3:17])=[C:12]([NH2:16])[C:13]([Cl:18])=[CH:14][CH:15]=1)([C:4]([CH3:7])([CH3:6])[CH3:5])([CH3:2])[CH3:3], predict the reactants needed to synthesize it. The reactants are: [Si:1]([O:8][CH2:9][C:10]1[C:11]([CH3:17])=[C:12]([NH2:16])[CH:13]=[CH:14][CH:15]=1)([C:4]([CH3:7])([CH3:6])[CH3:5])([CH3:3])[CH3:2].[Cl:18]N1C(=O)CCC1=O.CCCCCC. (2) Given the product [F:14][C:15]1[CH:38]=[CH:37][C:18]([NH:19][C:20]2[CH:28]=[C:27]([C:29]3[CH:30]=[CH:31][C:32]([O:35][CH3:36])=[N:33][CH:34]=3)[CH:26]=[CH:25][C:21]=2[C:22]([OH:24])=[O:23])=[CH:17][CH:16]=1, predict the reactants needed to synthesize it. The reactants are: C(OCC)(=O)C.FC(F)(F)C(O)=O.[F:14][C:15]1[CH:38]=[CH:37][C:18]([NH:19][C:20]2[CH:28]=[C:27]([C:29]3[CH:30]=[CH:31][C:32]([O:35][CH3:36])=[N:33][CH:34]=3)[CH:26]=[CH:25][C:21]=2[C:22]([OH:24])=[O:23])=[CH:17][CH:16]=1.C(=O)([O-])O.[Na+]. (3) Given the product [F:1][C:2]([F:26])([F:25])[CH2:3][NH:4][C:5]([C:7]1([CH2:20][CH2:21][CH2:22][CH2:23][N:41]2[CH2:42][CH2:43][N:38]([C:30]3[N:29]([CH2:27][CH3:28])[C:33]4[CH:34]=[CH:35][CH:36]=[CH:37][C:32]=4[N:31]=3)[CH2:39][CH2:40]2)[C:19]2[CH:18]=[CH:17][CH:16]=[CH:15][C:14]=2[C:13]2[C:8]1=[CH:9][CH:10]=[CH:11][CH:12]=2)=[O:6], predict the reactants needed to synthesize it. The reactants are: [F:1][C:2]([F:26])([F:25])[CH2:3][NH:4][C:5]([C:7]1([CH2:20][CH2:21][CH2:22][CH2:23]Br)[C:19]2[CH:18]=[CH:17][CH:16]=[CH:15][C:14]=2[C:13]2[C:8]1=[CH:9][CH:10]=[CH:11][CH:12]=2)=[O:6].[CH2:27]([N:29]1[C:33]2[CH:34]=[CH:35][CH:36]=[CH:37][C:32]=2[N:31]=[C:30]1[N:38]1[CH2:43][CH2:42][NH:41][CH2:40][CH2:39]1)[CH3:28]. (4) Given the product [C:27]([O:1][CH2:2][C:3]1[O:5][CH:6]=[C:7]([C:9]2[CH:14]=[CH:13][C:12]([CH2:15][CH2:16][CH2:17][CH2:18][CH2:19][CH2:20][CH2:21][CH2:22][CH2:23][CH2:24][CH2:25][CH3:26])=[CH:11][CH:10]=2)[N:31]=1)(=[O:30])[CH3:28], predict the reactants needed to synthesize it. The reactants are: [OH:1][CH2:2][C:3]([O:5][CH2:6][C:7]([C:9]1[CH:14]=[CH:13][C:12]([CH2:15][CH2:16][CH2:17][CH2:18][CH2:19][CH2:20][CH2:21][CH2:22][CH2:23][CH2:24][CH2:25][CH3:26])=[CH:11][CH:10]=1)=O)=O.[C:27]([O-:30])(=O)[CH3:28].[NH4+:31]. (5) Given the product [CH3:11][S:10][C@H:9]1[CH2:8][NH:7][C@@H:6]2[C@@H:2]([OH:1])[CH2:3][O:4][C@H:5]12, predict the reactants needed to synthesize it. The reactants are: [OH:1][C@@H:2]1[C@H:6]2[N:7](C(OCC3C4C=CC=CC=4C4C3=CC=CC=4)=O)[CH2:8][C@H:9]([S:10][CH3:11])[C@H:5]2[O:4][CH2:3]1.Cl.O[C@@H]1[C@H]2N(C(OC(C)(C)C)=O)C[C@H](SC)[C@H]2OC1. (6) Given the product [NH2:20][CH2:23][C:24]1[CH:29]=[C:28]([Cl:30])[CH:27]=[CH:26][C:25]=1[CH:31]([NH:35][C:36]1[CH:37]=[CH:38][C:39]([O:42][CH3:43])=[CH:40][CH:41]=1)[CH:32]([F:34])[F:33], predict the reactants needed to synthesize it. The reactants are: C1(P(C2C=CC=CC=2)C2C=CC=CC=2)C=CC=CC=1.[N:20]([CH2:23][C:24]1[CH:29]=[C:28]([Cl:30])[CH:27]=[CH:26][C:25]=1[CH:31]([NH:35][C:36]1[CH:41]=[CH:40][C:39]([O:42][CH3:43])=[CH:38][CH:37]=1)[CH:32]([F:34])[F:33])=[N+]=[N-].O.